Dataset: Catalyst prediction with 721,799 reactions and 888 catalyst types from USPTO. Task: Predict which catalyst facilitates the given reaction. (1) Reactant: [CH2:1]([N:8]1[C:17](=[O:18])[C:16]2[C:11](=[CH:12][CH:13]=[CH:14][CH:15]=2)[C:10]([C:19]2[C:27]3[C:22](=[CH:23][CH:24]=[CH:25][CH:26]=3)[N:21]([CH2:28][C:29]([O:31]C(C)(C)C)=[O:30])[C:20]=2[CH3:36])=[N:9]1)[C:2]1[CH:7]=[CH:6][CH:5]=[CH:4][CH:3]=1. Product: [CH2:1]([N:8]1[C:17](=[O:18])[C:16]2[C:11](=[CH:12][CH:13]=[CH:14][CH:15]=2)[C:10]([C:19]2[C:27]3[C:22](=[CH:23][CH:24]=[CH:25][CH:26]=3)[N:21]([CH2:28][C:29]([OH:31])=[O:30])[C:20]=2[CH3:36])=[N:9]1)[C:2]1[CH:7]=[CH:6][CH:5]=[CH:4][CH:3]=1. The catalyst class is: 55. (2) Reactant: C(P(C12CC3CC(CC(C3)C1)C2)C12CC3CC(CC(C3)C1)C2)CCC.Br[C:27]1[N:32]=[C:31]([NH:33][C:34]2[CH:39]=[C:38]([C:40]([F:43])([F:42])[F:41])[CH:37]=[CH:36][N:35]=2)[CH:30]=[C:29]([CH3:44])[CH:28]=1.[OH:45][C@:46]1([C:60]2[S:61][CH:62]=[CH:63][N:64]=2)[CH2:55][CH2:54][CH2:53][C:52]2[CH:51]=[C:50]([C:56]([O:58][CH3:59])=[O:57])[CH:49]=[CH:48][C:47]1=2.[F-].[Cs+].C(O)(=O)C(C)(C)C. Product: [OH:45][C@:46]1([C:60]2[S:61][C:62]([C:27]3[CH:28]=[C:29]([CH3:44])[CH:30]=[C:31]([NH:33][C:34]4[CH:39]=[C:38]([C:40]([F:43])([F:42])[F:41])[CH:37]=[CH:36][N:35]=4)[N:32]=3)=[CH:63][N:64]=2)[CH2:55][CH2:54][CH2:53][C:52]2[CH:51]=[C:50]([C:56]([O:58][CH3:59])=[O:57])[CH:49]=[CH:48][C:47]1=2. The catalyst class is: 231. (3) Reactant: Br[C:2]1[CH:7]=[C:6]([CH3:8])[CH:5]=[C:4]([O:9][CH3:10])[CH:3]=1.[Li]CCCC.[B:16](OC)([O:19]C)[O:17]C.Cl. Product: [CH3:10][O:9][C:4]1[CH:3]=[C:2]([B:16]([OH:19])[OH:17])[CH:7]=[C:6]([CH3:8])[CH:5]=1. The catalyst class is: 1. (4) Reactant: [OH:1][CH:2]([C:6]1[CH:11]=[CH:10][C:9]([C:12]2[N:16]=[C:15]([C:17]3[O:21][N:20]=[C:19]([C:22]4[CH:27]=[CH:26][CH:25]=[CH:24][CH:23]=4)[C:18]=3[C:28]([F:31])([F:30])[F:29])[O:14][N:13]=2)=[CH:8][CH:7]=1)[C:3]([OH:5])=O.[NH2:32][CH2:33][CH2:34][CH2:35][OH:36].CN1CCOCC1.CN(C(ON1N=NC2C=CC=NC1=2)=[N+](C)C)C.F[P-](F)(F)(F)(F)F. Product: [OH:1][CH:2]([C:6]1[CH:11]=[CH:10][C:9]([C:12]2[N:16]=[C:15]([C:17]3[O:21][N:20]=[C:19]([C:22]4[CH:27]=[CH:26][CH:25]=[CH:24][CH:23]=4)[C:18]=3[C:28]([F:29])([F:30])[F:31])[O:14][N:13]=2)=[CH:8][CH:7]=1)[C:3]([NH:32][CH2:33][CH2:34][CH2:35][OH:36])=[O:5]. The catalyst class is: 3. (5) Reactant: [Br:1][C:2]1[C:10]([OH:11])=[CH:9][CH:8]=[C:7]2[C:3]=1[CH:4]=[C:5]([C:12]([O:14]CC)=[O:13])[NH:6]2.[OH-].[K+].[CH2:19](O)C. Product: [Br:1][C:2]1[C:10]([O:11][CH3:19])=[CH:9][CH:8]=[C:7]2[C:3]=1[CH:4]=[C:5]([C:12]([OH:14])=[O:13])[NH:6]2. The catalyst class is: 6. (6) Reactant: C([O:3][C:4]([C:6]1([NH:16][C:17](=[O:29])[C:18]2[CH:23]=[CH:22][CH:21]=[C:20]([CH3:24])[C:19]=2[O:25][CH:26]([CH3:28])[CH3:27])[CH2:14][C:13]2[C:8](=[CH:9][CH:10]=[C:11]([F:15])[CH:12]=2)[CH2:7]1)=[O:5])C.[OH-].[K+].O. Product: [F:15][C:11]1[CH:12]=[C:13]2[C:8](=[CH:9][CH:10]=1)[CH2:7][C:6]([NH:16][C:17](=[O:29])[C:18]1[CH:23]=[CH:22][CH:21]=[C:20]([CH3:24])[C:19]=1[O:25][CH:26]([CH3:27])[CH3:28])([C:4]([OH:5])=[O:3])[CH2:14]2. The catalyst class is: 14. (7) Reactant: Br[C:2]1[CH:3]=[C:4]([CH3:12])[C:5]([N+:9]([O-:11])=[O:10])=[C:6]([CH3:8])[CH:7]=1.[F:13][C:14]([F:21])([F:20])[C:15](B(O)O)=[CH2:16].C(=O)([O-])[O-].[K+].[K+]. Product: [CH3:12][C:4]1[CH:3]=[C:2]([C:15]([C:14]([F:21])([F:20])[F:13])=[CH2:16])[CH:7]=[C:6]([CH3:8])[C:5]=1[N+:9]([O-:11])=[O:10]. The catalyst class is: 20.